From a dataset of NCI-60 drug combinations with 297,098 pairs across 59 cell lines. Regression. Given two drug SMILES strings and cell line genomic features, predict the synergy score measuring deviation from expected non-interaction effect. (1) Drug 1: CC1=C(C=C(C=C1)C(=O)NC2=CC(=CC(=C2)C(F)(F)F)N3C=C(N=C3)C)NC4=NC=CC(=N4)C5=CN=CC=C5. Drug 2: C1C(C(OC1N2C=NC3=C2NC=NCC3O)CO)O. Cell line: ACHN. Synergy scores: CSS=-5.83, Synergy_ZIP=2.86, Synergy_Bliss=-3.18, Synergy_Loewe=-5.04, Synergy_HSA=-8.33. (2) Drug 1: C1=CC=C(C=C1)NC(=O)CCCCCCC(=O)NO. Drug 2: C1CN1C2=NC(=NC(=N2)N3CC3)N4CC4. Cell line: BT-549. Synergy scores: CSS=15.4, Synergy_ZIP=-6.14, Synergy_Bliss=-1.87, Synergy_Loewe=-5.23, Synergy_HSA=-0.877. (3) Drug 1: C1=CC=C(C(=C1)C(C2=CC=C(C=C2)Cl)C(Cl)Cl)Cl. Drug 2: CN(CCCl)CCCl.Cl. Cell line: SF-268. Synergy scores: CSS=5.93, Synergy_ZIP=-0.659, Synergy_Bliss=0.468, Synergy_Loewe=-9.96, Synergy_HSA=-0.959.